This data is from Forward reaction prediction with 1.9M reactions from USPTO patents (1976-2016). The task is: Predict the product of the given reaction. (1) Given the reactants C([NH:5][S:6]([C:9]1[CH:14]=[CH:13][C:12]([C:15]2[C:16]3[C:17]4[CH:30]=[CH:29][S:28][C:18]=4[C:19](=[O:27])[NH:20][C:21]=3[CH:22]=[CH:23][C:24]=2[O:25]C)=[CH:11][CH:10]=1)(=[O:8])=[O:7])(C)(C)C.BrB(Br)Br, predict the reaction product. The product is: [OH:25][C:24]1[CH:23]=[CH:22][C:21]2[NH:20][C:19](=[O:27])[C:18]3[S:28][CH:29]=[CH:30][C:17]=3[C:16]=2[C:15]=1[C:12]1[CH:11]=[CH:10][C:9]([S:6]([NH2:5])(=[O:8])=[O:7])=[CH:14][CH:13]=1. (2) Given the reactants Cl.[NH2:2][CH2:3][CH2:4][O:5][N:6]1[C:14](=[O:15])[C:13]2[C:8](=[CH:9][CH:10]=[CH:11][CH:12]=2)[C:7]1=[O:16].[C:17]([O:21][C:22](=[O:28])[NH:23][S:24](Cl)(=[O:26])=[O:25])([CH3:20])([CH3:19])[CH3:18].C(N(CC)CC)C, predict the reaction product. The product is: [C:17]([O:21][C:22](=[O:28])[NH:23][S:24](=[O:26])(=[O:25])[NH:2][CH2:3][CH2:4][O:5][N:6]1[C:7](=[O:16])[C:8]2[C:13](=[CH:12][CH:11]=[CH:10][CH:9]=2)[C:14]1=[O:15])([CH3:20])([CH3:18])[CH3:19]. (3) Given the reactants Cl[C:2]1[C:11]([CH3:12])=[CH:10][C:9]2[C:4](=[CH:5][C:6]([O:13][CH3:14])=[CH:7][CH:8]=2)[N:3]=1.C(N(CC)CC)C.[H][H], predict the reaction product. The product is: [CH3:14][O:13][C:6]1[CH:5]=[C:4]2[C:9]([CH:10]=[C:11]([CH3:12])[CH:2]=[N:3]2)=[CH:8][CH:7]=1. (4) Given the reactants [NH2:1][C@H:2]([C:20]1[N:24]([C@@H:25]([CH2:29][CH2:30][CH2:31][CH3:32])[C:26]([OH:28])=[O:27])[N:23]=[N:22][N:21]=1)[CH2:3][C:4]1[C:12]2[C:7](=[CH:8][CH:9]=[CH:10][CH:11]=2)[N:6]([C:13]([O:15][C:16]([CH3:19])([CH3:18])[CH3:17])=[O:14])[CH:5]=1.C([O-])([O-])=O.[Na+].[Na+].C1C(=O)N([O:46][C:47]([O:49][CH2:50][CH:51]2[C:63]3[C:58](=[CH:59][CH:60]=[CH:61][CH:62]=3)[C:57]3[C:52]2=[CH:53][CH:54]=[CH:55][CH:56]=3)=O)C(=O)C1, predict the reaction product. The product is: [CH:62]1[C:63]2[CH:51]([CH2:50][O:49][C:47]([NH:1][C@H:2]([C:20]3[N:24]([C@@H:25]([CH2:29][CH2:30][CH2:31][CH3:32])[C:26]([OH:28])=[O:27])[N:23]=[N:22][N:21]=3)[CH2:3][C:4]3[C:12]4[C:7](=[CH:8][CH:9]=[CH:10][CH:11]=4)[N:6]([C:13]([O:15][C:16]([CH3:18])([CH3:19])[CH3:17])=[O:14])[CH:5]=3)=[O:46])[C:52]3[C:57](=[CH:56][CH:55]=[CH:54][CH:53]=3)[C:58]=2[CH:59]=[CH:60][CH:61]=1. (5) Given the reactants [CH3:13][C:12]([O:11][C:9](O[C:9]([O:11][C:12]([CH3:15])([CH3:14])[CH3:13])=[O:10])=[O:10])([CH3:15])[CH3:14].[NH2:16][CH2:17][C:18]1[CH:23]=[CH:22][C:21]([CH2:24][OH:25])=[CH:20][CH:19]=1, predict the reaction product. The product is: [C:12]([O:11][C:9](=[O:10])[NH:16][CH2:17][C:18]1[CH:23]=[CH:22][C:21]([CH2:24][OH:25])=[CH:20][CH:19]=1)([CH3:13])([CH3:14])[CH3:15]. (6) Given the reactants C(OC([NH:8][CH2:9][C:10]1[CH:22]=[CH:21][C:13]([O:14][CH2:15][C:16]([O:18][CH2:19][CH3:20])=[O:17])=[CH:12][CH:11]=1)=O)(C)(C)C.Cl.O1CCOCC1, predict the reaction product. The product is: [NH2:8][CH2:9][C:10]1[CH:22]=[CH:21][C:13]([O:14][CH2:15][C:16]([O:18][CH2:19][CH3:20])=[O:17])=[CH:12][CH:11]=1. (7) Given the reactants [Br:1][C:2]1[CH:3]=[C:4]2[C:9](=[CH:10][CH:11]=1)[CH:8]=[C:7]([SH:12])[CH:6]=[CH:5]2.I[C:14]1[CH:21]=[CH:20][CH:19]=[CH:18][C:15]=1[C:16]#[N:17].C(=O)([O-])[O-].[K+].[K+].C(O)CO, predict the reaction product. The product is: [Br:1][C:2]1[CH:3]=[C:4]2[C:9](=[CH:10][CH:11]=1)[CH:8]=[C:7]([S:12][C:14]1[CH:21]=[CH:20][CH:19]=[CH:18][C:15]=1[C:16]#[N:17])[CH:6]=[CH:5]2.